Dataset: Reaction yield outcomes from USPTO patents with 853,638 reactions. Task: Predict the reaction yield, written as a fraction of the theoretical maximum amount of product (1.0 means a 100% yield; for example, 0.34 means a 34% yield). (1) The reactants are [NH:1]1[C:9]2[C:4](=[CH:5][C:6]([C:10]3[N:15]=[C:14]([C:16]([OH:18])=O)[CH:13]=[CH:12][CH:11]=3)=[CH:7][CH:8]=2)[CH:3]=[CH:2]1.CN(C(ON1N=N[C:29]2[CH:30]=[CH:31][CH:32]=[N:33][C:28]1=2)=[N+](C)C)C.F[P-](F)(F)(F)(F)F.[CH3:43][CH2:44]N(C(C)C)C(C)C. The catalyst is CN(C=O)C. The product is [CH:29]1([CH2:28][NH:33][C:16](=[O:18])[C:14]2[CH:13]=[CH:12][CH:11]=[C:10]([C:6]3[CH:5]=[C:4]4[C:9](=[CH:8][CH:7]=3)[NH:1][CH:2]=[CH:3]4)[N:15]=2)[CH2:30][CH2:31][CH2:32][CH2:44][CH2:43]1. The yield is 0.750. (2) The reactants are [Na].[CH3:2][O:3][CH:4]([O:12]C)[C:5]([C:8](OC)=O)=[CH:6]O.S(O)(O)(=O)=O.[CH3:19][S:20][C:21](=[NH:23])[NH2:22]. The catalyst is CO.C(OCC)(=O)C. The product is [CH3:19][S:20][C:21]1[N:23]=[CH:8][C:5]([C:4]([O:3][CH3:2])=[O:12])=[CH:6][N:22]=1. The yield is 0.750. (3) The reactants are C[O:2][C:3](=[O:37])[CH:4]([NH:18][C:19]([C:21]1[CH:22]=[N:23][N:24]([C:30]2[CH:35]=[CH:34][C:33]([F:36])=[CH:32][CH:31]=2)[C:25]=1[C:26]([F:29])([F:28])[F:27])=[O:20])[CH2:5][C:6]1[CH:11]=[CH:10][C:9]([C:12]2[CH:17]=[CH:16][CH:15]=[CH:14][CH:13]=2)=[CH:8][CH:7]=1.[Li+].[OH-].C1(C2C=CC=CC=2)C=CC(CC(NC(C2C=NN(C3C=CC(F)=CC=3)C=2[C:59]([F:62])([F:61])[F:60])=O)C(O)=O)=CC=1. The catalyst is C1COCC1. The product is [F:36][C:33]1[CH:34]=[CH:35][C:30]([N:24]2[C:25]([C:26]([F:27])([F:29])[F:28])=[C:21]([C:19]([NH:18][C@@H:4]([CH2:5][C:6]3[CH:7]=[CH:8][C:9]([C:12]4[CH:13]=[CH:14][C:15]([C:59]([F:62])([F:61])[F:60])=[CH:16][CH:17]=4)=[CH:10][CH:11]=3)[C:3]([OH:2])=[O:37])=[O:20])[CH:22]=[N:23]2)=[CH:31][CH:32]=1. The yield is 0.850.